From a dataset of Reaction yield outcomes from USPTO patents with 853,638 reactions. Predict the reaction yield, written as a fraction of the theoretical maximum amount of product (1.0 means a 100% yield; for example, 0.34 means a 34% yield). (1) The reactants are [F:1][C:2]([F:9])([F:8])[C:3]1[CH:7]=[CH:6][NH:5][N:4]=1.[H-].[Na+].Cl[C:13]1[CH:22]=[C:21]([O:23][CH2:24][C:25]2[CH:30]=[CH:29][C:28]([O:31][CH3:32])=[CH:27][CH:26]=2)[C:20]2[C:15](=[C:16]([Cl:35])[C:17]([O:33][CH3:34])=[CH:18][CH:19]=2)[N:14]=1.CCOC(C)=O. The catalyst is CN(C=O)C. The product is [Cl:35][C:16]1[C:17]([O:33][CH3:34])=[CH:18][CH:19]=[C:20]2[C:15]=1[N:14]=[C:13]([N:5]1[CH:6]=[CH:7][C:3]([C:2]([F:9])([F:8])[F:1])=[N:4]1)[CH:22]=[C:21]2[O:23][CH2:24][C:25]1[CH:30]=[CH:29][C:28]([O:31][CH3:32])=[CH:27][CH:26]=1. The yield is 0.510. (2) The reactants are [Cl:1][C:2]1[CH:17]=[C:16]([CH:18]=O)[CH:15]=[CH:14][C:3]=1[O:4][C:5]1[CH:6]=[CH:7][C:8]([C:11]([NH2:13])=[O:12])=[N:9][CH:10]=1.[CH2:20]([NH2:25])[CH2:21][CH:22]([CH3:24])[CH3:23]. No catalyst specified. The product is [Cl:1][C:2]1[CH:17]=[C:16]([CH2:18][NH:25][CH2:20][CH2:21][CH:22]([CH3:24])[CH3:23])[CH:15]=[CH:14][C:3]=1[O:4][C:5]1[CH:6]=[CH:7][C:8]([C:11]([NH2:13])=[O:12])=[N:9][CH:10]=1. The yield is 0.656. (3) The reactants are C([O:3][C:4]([C:6]1[S:10][C:9]([NH:11][C:12](=[O:30])[CH:13]([C:20]2[CH:25]=[CH:24][C:23]([S:26]([CH3:29])(=[O:28])=[O:27])=[CH:22][CH:21]=2)[CH2:14][CH:15]2[CH2:19][CH2:18][CH2:17][CH2:16]2)=[N:8][CH:7]=1)=[O:5])C.[OH-].[Li+]. The catalyst is C(O)C.O. The product is [CH:15]1([CH2:14][CH:13]([C:20]2[CH:25]=[CH:24][C:23]([S:26]([CH3:29])(=[O:28])=[O:27])=[CH:22][CH:21]=2)[C:12]([NH:11][C:9]2[S:10][C:6]([C:4]([OH:5])=[O:3])=[CH:7][N:8]=2)=[O:30])[CH2:19][CH2:18][CH2:17][CH2:16]1. The yield is 0.960.